From a dataset of Catalyst prediction with 721,799 reactions and 888 catalyst types from USPTO. Predict which catalyst facilitates the given reaction. (1) Reactant: [Cl:1][C:2]1[CH:6]=[CH:5][S:4][C:3]=1[C:7]1[C:8]([CH3:22])=[N:9][N:10]2[C:15]([CH:16]([CH2:19][CH3:20])[CH2:17][CH3:18])=[CH:14][C:13]([CH3:21])=[N:12][C:11]=12.[Br:23]N1C(=O)CCC1=O. Product: [Br:23][C:5]1[S:4][C:3]([C:7]2[C:8]([CH3:22])=[N:9][N:10]3[C:15]([CH:16]([CH2:17][CH3:18])[CH2:19][CH3:20])=[CH:14][C:13]([CH3:21])=[N:12][C:11]=23)=[C:2]([Cl:1])[CH:6]=1. The catalyst class is: 4. (2) Reactant: [CH2:1]([O:8][C:9]1[C:10]([NH:23][C:24]([NH2:26])=[S:25])=[N:11][CH:12]=[C:13]([O:15][C:16]2[CH:21]=[CH:20][CH:19]=[CH:18][C:17]=2[Cl:22])[CH:14]=1)[C:2]1[CH:7]=[CH:6][CH:5]=[CH:4][CH:3]=1.Br[CH2:28][C:29](=O)[CH2:30][CH2:31][C:32]([O:34][CH3:35])=[O:33].C(N(CC)CC)C.C(O)C. Product: [CH2:1]([O:8][C:9]1[C:10]([NH:23][C:24]2[S:25][CH:28]=[C:29]([CH2:30][CH2:31][C:32]([O:34][CH3:35])=[O:33])[N:26]=2)=[N:11][CH:12]=[C:13]([O:15][C:16]2[CH:21]=[CH:20][CH:19]=[CH:18][C:17]=2[Cl:22])[CH:14]=1)[C:2]1[CH:3]=[CH:4][CH:5]=[CH:6][CH:7]=1. The catalyst class is: 13. (3) Reactant: [F:1][C:2]([F:16])([F:15])[C:3]1[N:8]=[CH:7][C:6](/[CH:9]=[CH:10]/[C:11]([O:13][CH3:14])=[O:12])=[CH:5][N:4]=1. Product: [F:16][C:2]([F:1])([F:15])[C:3]1[N:4]=[CH:5][C:6]([CH2:9][CH2:10][C:11]([O:13][CH3:14])=[O:12])=[CH:7][N:8]=1. The catalyst class is: 19. (4) Product: [Cl:8][C:6]1[CH:5]=[CH:4][N:3]=[C:2]([NH:75][C:11]2[CH:12]=[C:13]([CH:18]=[CH:19][CH:10]=2)[C:14]([NH:16][CH3:17])=[O:15])[CH:7]=1. The catalyst class is: 110. Reactant: Cl[C:2]1[CH:7]=[C:6]([Cl:8])[CH:5]=[CH:4][N:3]=1.N[C:10]1[CH:19]=[CH:18][C:13]([C:14]([NH:16][CH3:17])=[O:15])=[CH:12][CH:11]=1.C(=O)([O-])[O-].[Cs+].[Cs+].C1C=CC(P(C2C(C3C(P(C4C=CC=CC=4)C4C=CC=CC=4)=CC=C4C=3C=CC=C4)=C3C(C=CC=C3)=CC=2)C2C=CC=CC=2)=CC=1.CC([N:75](C)C)=O.